Dataset: Forward reaction prediction with 1.9M reactions from USPTO patents (1976-2016). Task: Predict the product of the given reaction. (1) Given the reactants Cl[C:2]1[NH:7][C:6](=[O:8])[N:5]([CH:9]([CH3:11])[CH3:10])[C:4](=[O:12])[CH:3]=1.CN([C:16]1[C:21]2[C:22]([N:26](C)C)=[CH:23][CH:24]=[CH:25][C:20]=2[CH:19]=[CH:18][CH:17]=1)C.CN1[C:34](=[O:35])CCC1, predict the reaction product. The product is: [CH:23]1([C@H:22]([NH:26][C:2]2[NH:7][C:6](=[O:8])[N:5]([CH:9]([CH3:11])[CH3:10])[C:4](=[O:12])[CH:3]=2)[C:21]2[CH:16]=[CH:17][CH:18]=[C:19]([O:35][CH3:34])[CH:20]=2)[CH2:24][CH2:25]1. (2) Given the reactants [C:1]([N:8]1[CH:12]=[CH:11]N=[CH:9]1)([N:3]1[CH:7]=[CH:6]N=C1)=[S:2].[CH2:13]([CH:20]1[CH2:25]CNCC1)[C:14]1[CH:19]=[CH:18][CH:17]=[CH:16][CH:15]=1.CI.Cl.[NH2:29][CH2:30][C:31]1[CH:38]=[CH:37]C(C#N)=[CH:33][CH:32]=1.CCN(C(C)C)C(C)C, predict the reaction product. The product is: [CH2:13]([CH:20]1[CH2:25][CH2:9][N:8]([C:1](=[S:2])[NH:3][CH2:7][C:6]2[CH:37]=[CH:38][C:31]([C:30]#[N:29])=[CH:32][CH:33]=2)[CH2:12][CH2:11]1)[C:14]1[CH:15]=[CH:16][CH:17]=[CH:18][CH:19]=1. (3) The product is: [C:1]([C:5]1[CH:6]=[C:7]([CH:16]([OH:19])[C:17]#[C:18][C:21]2[CH:30]=[CH:29][C:24]([C:25]([O:27][CH3:28])=[O:26])=[C:23]([OH:31])[CH:22]=2)[CH:8]=[CH:9][C:10]=1[N:11]([CH2:12][CH3:13])[CH2:14][CH3:15])([CH3:3])([CH3:2])[CH3:4]. Given the reactants [C:1]([C:5]1[CH:6]=[C:7]([CH:16]([OH:19])[C:17]#[CH:18])[CH:8]=[CH:9][C:10]=1[N:11]([CH2:14][CH3:15])[CH2:12][CH3:13])([CH3:4])([CH3:3])[CH3:2].I[C:21]1[CH:22]=[C:23]([OH:31])[C:24](=[CH:29][CH:30]=1)[C:25]([O:27][CH3:28])=[O:26], predict the reaction product. (4) Given the reactants [Cl:1][C:2]1[CH:7]=[CH:6][C:5]([CH:8]([C@@H:12]([CH3:17])[C:13]([F:16])([F:15])[F:14])[C:9](O)=[O:10])=[C:4]([F:18])[CH:3]=1.CN(C=O)C.C(Cl)(=O)C([Cl:27])=O, predict the reaction product. The product is: [Cl:1][C:2]1[CH:7]=[CH:6][C:5]([CH:8]([C@@H:12]([CH3:17])[C:13]([F:16])([F:15])[F:14])[C:9]([Cl:27])=[O:10])=[C:4]([F:18])[CH:3]=1. (5) The product is: [N+:11]([C:7]1[CH:6]=[C:5]2[C:10]([C:2]([C:46]([OH:47])=[O:32])=[N:3][NH:4]2)=[CH:9][CH:8]=1)([O-:13])=[O:12]. Given the reactants I[C:2]1[C:10]2[C:5](=[CH:6][C:7]([N+:11]([O-:13])=[O:12])=[CH:8][CH:9]=2)[NH:4][N:3]=1.[Cu]C#N.C(C1C2C(=CC([N+]([O-])=O)=CC=2)NN=1)#N.[N+](C1C=C2C(C=NN2)=CC=1)([O-])=[O:32].Cl.CN(C)[CH:46]=[O:47], predict the reaction product. (6) Given the reactants [F:1][C:2]1[CH:3]=[C:4]([CH2:9][C:10]([NH:12][C@H:13]([C:15]([OH:17])=O)[CH3:14])=[O:11])[CH:5]=[C:6]([F:8])[CH:7]=1.[NH2:18][CH:19]([C:24]1[C:28]2[CH:29]=[CH:30][CH:31]=[CH:32][C:27]=2[S:26][CH:25]=1)[C:20]([O:22][CH3:23])=[O:21], predict the reaction product. The product is: [F:8][C:6]1[CH:5]=[C:4]([CH2:9][C:10]([NH:12][C@H:13]([C:15]([NH:18][CH:19]([C:24]2[C:28]3[CH:29]=[CH:30][CH:31]=[CH:32][C:27]=3[S:26][CH:25]=2)[C:20]([O:22][CH3:23])=[O:21])=[O:17])[CH3:14])=[O:11])[CH:3]=[C:2]([F:1])[CH:7]=1. (7) The product is: [NH:24]1[C:25]2[C:21](=[CH:20][C:19]([NH:18][C:11](=[O:13])[C:10]3[CH:14]=[CH:15][CH:16]=[CH:17][C:9]=3[NH:8][CH2:7][CH:4]3[CH2:3][CH2:2][O:1][CH2:6][CH2:5]3)=[CH:27][CH:26]=2)[CH:22]=[N:23]1. Given the reactants [O:1]1[CH2:6][CH2:5][CH:4]([CH2:7][NH:8][C:9]2[CH:17]=[CH:16][CH:15]=[CH:14][C:10]=2[C:11]([OH:13])=O)[CH2:3][CH2:2]1.[NH2:18][C:19]1[CH:20]=[C:21]2[C:25](=[CH:26][CH:27]=1)[NH:24][N:23]=[CH:22]2.CN1CCOCC1, predict the reaction product. (8) Given the reactants [F:1][C:2]([F:32])([F:31])[C:3]1[CH:4]=[C:5]([C:13]2([C:27]([F:30])([F:29])[F:28])[CH2:17][CH2:16][N:15]([C:18]3[N:23]=[C:22]([Br:24])[C:21]([CH2:25][NH2:26])=[CH:20][CH:19]=3)[CH2:14]2)[CH:6]=[C:7]([C:9]([F:12])([F:11])[F:10])[CH:8]=1.[C:33](O[C:33]([O:35][C:36]([CH3:39])([CH3:38])[CH3:37])=[O:34])([O:35][C:36]([CH3:39])([CH3:38])[CH3:37])=[O:34].O1CCCC1.C(N(CC)CC)C, predict the reaction product. The product is: [C:36]([O:35][C:33](=[O:34])[NH:26][CH2:25][C:21]1[C:22]([Br:24])=[N:23][C:18]([N:15]2[CH2:16][CH2:17][C:13]([C:5]3[CH:6]=[C:7]([C:9]([F:12])([F:11])[F:10])[CH:8]=[C:3]([C:2]([F:1])([F:31])[F:32])[CH:4]=3)([C:27]([F:29])([F:30])[F:28])[CH2:14]2)=[CH:19][CH:20]=1)([CH3:39])([CH3:38])[CH3:37]. (9) Given the reactants [CH3:1]C(C)([O-])C.[K+].[CH2:7]([O:9][C:10]1[CH:30]=[CH:29][C:13]2[C@@H:14]3[CH2:20][CH2:19][C@@H:18]([CH:21]4[CH2:26][CH2:25][CH:24]([CH:27]=O)[CH2:23][CH2:22]4)[CH2:17][C@H:15]3[O:16][C:12]=2[C:11]=1[F:31])[CH3:8].O.Cl, predict the reaction product. The product is: [CH2:7]([O:9][C:10]1[CH:30]=[CH:29][C:13]2[C@@H:14]3[CH2:20][CH2:19][C@@H:18]([CH:21]4[CH2:22][CH2:23][CH:24]([CH:27]=[CH2:1])[CH2:25][CH2:26]4)[CH2:17][C@H:15]3[O:16][C:12]=2[C:11]=1[F:31])[CH3:8]. (10) Given the reactants [F:1][C:2]1[CH:9]=[CH:8][C:5]([CH:6]=O)=[CH:4][C:3]=1[N+:10]([O-:12])=[O:11].[CH3:13][O:14][C:15]1[CH:16]=[C:17]([CH:21]=[CH:22][C:23]=1[O:24][CH3:25])[CH2:18][C:19]#[N:20], predict the reaction product. The product is: [CH3:13][O:14][C:15]1[CH:16]=[C:17](/[C:18](=[CH:6]/[C:5]2[CH:8]=[CH:9][C:2]([F:1])=[C:3]([N+:10]([O-:12])=[O:11])[CH:4]=2)/[C:19]#[N:20])[CH:21]=[CH:22][C:23]=1[O:24][CH3:25].